This data is from Forward reaction prediction with 1.9M reactions from USPTO patents (1976-2016). The task is: Predict the product of the given reaction. (1) Given the reactants C(OC([N:8]1[CH2:13][CH2:12][C:11]([N:15]2[C:26]3[C:18](=[CH:19][N:20]=[C:21]4[C:25]=3[CH:24]=[CH:23][N:22]4[S:27]([C:30]3[CH:35]=[CH:34][CH:33]=[CH:32][CH:31]=3)(=[O:29])=[O:28])[NH:17][N:16]2C)([CH3:14])[CH2:10][CH2:9]1)=O)(C)(C)C, predict the reaction product. The product is: [C:30]1([S:27]([N:22]2[CH:23]=[CH:24][C:25]3[C:21]2=[N:20][CH:19]=[C:18]2[C:26]=3[N:15]([C:11]3([CH3:14])[CH2:12][CH2:13][NH:8][CH2:9][CH2:10]3)[N:16]=[N:17]2)(=[O:29])=[O:28])[CH:35]=[CH:34][CH:33]=[CH:32][CH:31]=1. (2) Given the reactants Cl[C:2]1[CH:9]=[CH:8][C:5]([C:6]#[N:7])=[CH:4][C:3]=1[N+:10]([O-:12])=[O:11].[CH3:13][C:14]1[CH:19]=[CH:18][C:17]([CH3:20])=[CH:16][C:15]=1[SH:21].C([O-])([O-])=O.[K+].[K+].CCOC(C)=O, predict the reaction product. The product is: [CH3:13][C:14]1[CH:19]=[CH:18][C:17]([CH3:20])=[CH:16][C:15]=1[S:21][C:2]1[CH:9]=[CH:8][C:5]([C:6]#[N:7])=[CH:4][C:3]=1[N+:10]([O-:12])=[O:11]. (3) Given the reactants [CH3:1][C:2]1[CH:11]=[CH:10][C:5]2[C:6]([OH:9])=[N:7][O:8][C:4]=2[CH:3]=1.C(O)(C(F)(F)F)=O.[Cl:19]N1CCOCC1, predict the reaction product. The product is: [Cl:19][C:11]1[C:2]([CH3:1])=[CH:3][C:4]2[O:8][N:7]=[C:6]([OH:9])[C:5]=2[CH:10]=1. (4) Given the reactants C(OC(=O)[NH:7][CH:8]([CH:37]1[CH2:42][CH2:41][CH2:40][CH2:39][CH2:38]1)[C:9]([N:11]1[CH2:15][CH2:14][CH:13]2[N:16]([C:32]([CH:34]3[CH2:36][CH2:35]3)=[O:33])[CH2:17][CH:18]([C:19](=[O:31])[NH:20][CH:21]3[C:30]4[C:25](=[CH:26][CH:27]=[CH:28][CH:29]=4)[CH2:24][CH2:23][CH2:22]3)[CH:12]12)=[O:10])(C)(C)C.C(O)(C(F)(F)F)=O, predict the reaction product. The product is: [CH:21]1([NH:20][C:19]([CH:18]2[CH2:17][N:16]([C:32]([CH:34]3[CH2:35][CH2:36]3)=[O:33])[CH:13]3[CH2:14][CH2:15][N:11]([C:9](=[O:10])[CH:8]([NH2:7])[CH:37]4[CH2:42][CH2:41][CH2:40][CH2:39][CH2:38]4)[CH:12]23)=[O:31])[C:30]2[C:25](=[CH:26][CH:27]=[CH:28][CH:29]=2)[CH2:24][CH2:23][CH2:22]1. (5) Given the reactants CS[C:3]1[N:4]=[N:5][C:6]([C:21]#[N:22])=[C:7]([N:9]2[CH2:14][CH:13]=[C:12]([C:15]3[CH:20]=[CH:19][CH:18]=[CH:17][CH:16]=3)[CH2:11][CH2:10]2)[N:8]=1.[CH2:23]([CH2:25][NH2:26])[OH:24], predict the reaction product. The product is: [OH:24][CH2:23][CH2:25][NH:26][C:3]1[N:4]=[N:5][C:6]([C:21]#[N:22])=[C:7]([N:9]2[CH2:14][CH:13]=[C:12]([C:15]3[CH:20]=[CH:19][CH:18]=[CH:17][CH:16]=3)[CH2:11][CH2:10]2)[N:8]=1. (6) Given the reactants [Br:1][C:2]1[CH:3]=[CH:4][C:5]([C:8]2[CH2:12][C@@H:11]([CH2:13]Cl)[O:10][N:9]=2)=[N:6][CH:7]=1.Cl.[C:16]([O:20][C:21](=[O:25])[CH2:22][NH:23][CH3:24])([CH3:19])([CH3:18])[CH3:17].C(N(C(C)C)CC)(C)C.CS(C)=O, predict the reaction product. The product is: [Br:1][C:2]1[CH:3]=[CH:4][C:5]([C:8]2[CH2:12][C@@H:11]([CH2:13][N:23]([CH3:24])[CH2:22][C:21]([O:20][C:16]([CH3:19])([CH3:18])[CH3:17])=[O:25])[O:10][N:9]=2)=[N:6][CH:7]=1. (7) Given the reactants [BH4-].[Na+].[CH3:3][C:4]1[C:8]([CH2:9][N:10]2[C:18](=[O:19])[C:17]3[C:12](=[CH:13][CH:14]=[CH:15][CH:16]=3)[C:11]2=[O:20])=[C:7]([CH3:21])[O:6][N:5]=1, predict the reaction product. The product is: [CH3:3][C:4]1[C:8]([CH2:9][N:10]2[CH:18]([OH:19])[C:17]3[C:12](=[CH:13][CH:14]=[CH:15][CH:16]=3)[C:11]2=[O:20])=[C:7]([CH3:21])[O:6][N:5]=1. (8) Given the reactants C([O:4][CH:5]1[O:25][C@H:24]([CH2:26][O:27][C:28](=[O:30])[CH3:29])[C@H:19]([O:20][C:21](=[O:23])[CH3:22])[C@H:14]([O:15][C:16](=[O:18])[CH3:17])[C@H:6]1[NH:7][C:8](=[O:13])[CH2:9][N:10]=[N+:11]=[N-:12])(=O)C.C(N)C1C=CC=CC=1, predict the reaction product. The product is: [C:16]([O:15][C@H:14]1[C@@H:19]([O:20][C:21](=[O:23])[CH3:22])[C@@H:24]([CH2:26][O:27][C:28](=[O:30])[CH3:29])[O:25][CH:5]([OH:4])[C@@H:6]1[NH:7][C:8](=[O:13])[CH2:9][N:10]=[N+:11]=[N-:12])(=[O:18])[CH3:17]. (9) The product is: [CH:10]1([C:9]2[N:8]([C:13]3[CH:22]=[CH:21][CH:20]=[C:19]4[C:14]=3[CH:15]=[CH:16][CH:17]=[N:18]4)[N:7]=[CH:6][C:5]=2[C:3]([OH:4])=[O:2])[CH2:11][CH2:12]1. Given the reactants C[O:2][C:3]([C:5]1[CH:6]=[N:7][N:8]([C:13]2[CH:22]=[CH:21][CH:20]=[C:19]3[C:14]=2[CH:15]=[CH:16][CH:17]=[N:18]3)[C:9]=1[CH:10]1[CH2:12][CH2:11]1)=[O:4].[OH-].[Na+], predict the reaction product.